This data is from Forward reaction prediction with 1.9M reactions from USPTO patents (1976-2016). The task is: Predict the product of the given reaction. (1) Given the reactants [Cl:1][C:2]1[CH:28]=[CH:27][C:5]([C:6]([C:8]2[CH:13]=[CH:12][C:11]([NH:14][C:15]([C:17](=[CH:23][O:24]CC)[C:18]([O:20][CH2:21][CH3:22])=[O:19])=O)=[CH:10][CH:9]=2)=[O:7])=[CH:4][CH:3]=1, predict the reaction product. The product is: [Cl:1][C:2]1[CH:3]=[CH:4][C:5]([C:6]([C:8]2[CH:9]=[C:10]3[C:11](=[CH:12][CH:13]=2)[N:14]=[CH:15][C:17]([C:18]([O:20][CH2:21][CH3:22])=[O:19])=[C:23]3[OH:24])=[O:7])=[CH:27][CH:28]=1. (2) Given the reactants C([O:5][C:6]([NH:8][C:9]1[CH:14]=[CH:13][C:12]([C:15]2[C:16]3[S:23][CH:22]=[C:21]([C:24]4[CH:29]=[CH:28][C:27]([CH2:30][C:31]([O:33]C)=[O:32])=[CH:26][CH:25]=4)[C:17]=3[N:18]=[CH:19][N:20]=2)=[CH:11][CH:10]=1)=O)(C)(C)C.C1C([N+]([O-])=O)=CC=C([Cl-]C([O-])=O)C=1.[NH2:48][C:49]1[N:50]=[N:51][CH:52]=[CH:53][CH:54]=1, predict the reaction product. The product is: [N:51]1[CH:52]=[CH:53][CH:54]=[C:49]([NH:48][C:6](=[O:5])[NH:8][C:9]2[CH:14]=[CH:13][C:12]([C:15]3[C:16]4[S:23][CH:22]=[C:21]([C:24]5[CH:29]=[CH:28][C:27]([CH2:30][C:31]([OH:33])=[O:32])=[CH:26][CH:25]=5)[C:17]=4[N:18]=[CH:19][N:20]=3)=[CH:11][CH:10]=2)[N:50]=1.